This data is from Catalyst prediction with 721,799 reactions and 888 catalyst types from USPTO. The task is: Predict which catalyst facilitates the given reaction. (1) The catalyst class is: 238. Product: [C:1]([O:4][CH2:5][CH:6]([OH:17])[C@@H:7]([NH:9][C:10]([O:12][C:13]([CH3:16])([CH3:15])[CH3:14])=[O:11])[CH3:8])(=[O:3])[CH3:2]. Reactant: [C:1]([O:4][CH:5](SC)[C:6](=[O:17])[C@@H:7]([NH:9][C:10]([O:12][C:13]([CH3:16])([CH3:15])[CH3:14])=[O:11])[CH3:8])(=[O:3])[CH3:2].CCO.[BH4-].[Na+].Cl. (2) Reactant: [C:1]([C:5]1[CH:10]=[CH:9][C:8]([C:11]2[CH:16]=[C:15](Cl)[N:14]=[CH:13][N:12]=2)=[CH:7][CH:6]=1)([CH3:4])([CH3:3])[CH3:2].[CH3:18][C:19]1[S:20][C:21]2[CH:27]=[CH:26][C:25]([OH:28])=[CH:24][C:22]=2[N:23]=1.[H-].[Na+]. Product: [C:1]([C:5]1[CH:10]=[CH:9][C:8]([C:11]2[N:12]=[CH:13][N:14]=[C:15]([O:28][C:25]3[CH:26]=[CH:27][C:21]4[S:20][C:19]([CH3:18])=[N:23][C:22]=4[CH:24]=3)[CH:16]=2)=[CH:7][CH:6]=1)([CH3:4])([CH3:3])[CH3:2]. The catalyst class is: 3. (3) Reactant: CS[C:3]1[N:8]=[C:7]([OH:9])[CH:6]=[CH:5][N:4]=1.[NH2:10][C:11]1[CH:16]=[CH:15][CH:14]=[CH:13][CH:12]=1. Product: [NH:10]([C:3]1[N:8]=[C:7]([OH:9])[CH:6]=[CH:5][N:4]=1)[C:11]1[CH:16]=[CH:15][CH:14]=[CH:13][CH:12]=1. The catalyst class is: 270. (4) Reactant: [C:1]([NH:4][C:5]1[CH:6]=[CH:7][C:8]2[C:17]([CH:18]=1)=[N:16][C:15]1[C:10](=[CH:11][CH:12]=[C:13]([NH2:19])[CH:14]=1)[C:9]=2[NH2:20])(=[O:3])[CH3:2].[C:21](OC(=O)C)(=[O:23])[CH3:22]. Product: [C:21]([NH:19][C:13]1[CH:12]=[CH:11][C:10]2[C:15]([CH:14]=1)=[N:16][C:17]1[C:8](=[CH:7][CH:6]=[C:5]([NH:4][C:1](=[O:3])[CH3:2])[CH:18]=1)[C:9]=2[NH2:20])(=[O:23])[CH3:22]. The catalyst class is: 15.